Dataset: Human liver microsome stability data. Task: Regression/Classification. Given a drug SMILES string, predict its absorption, distribution, metabolism, or excretion properties. Task type varies by dataset: regression for continuous measurements (e.g., permeability, clearance, half-life) or binary classification for categorical outcomes (e.g., BBB penetration, CYP inhibition). Dataset: hlm. (1) The compound is Cc1oc(-c2ccccc2)nc1CN1CCC[C@@H](C(=O)NC[C@H]2CCCO2)C1. The result is 1 (stable in human liver microsomes). (2) The compound is Cc1c(Nc2c(C#N)cncc2C=CCCN2CCC[C@@H](N)C2)ccc2[nH]ccc12. The result is 0 (unstable in human liver microsomes).